This data is from Catalyst prediction with 721,799 reactions and 888 catalyst types from USPTO. The task is: Predict which catalyst facilitates the given reaction. (1) Reactant: [CH:1]1([C:4]2[C:5]([NH:14][C@H:15]3[CH2:19][CH2:18][CH2:17][C@@H:16]3[NH:20][C:21](=[O:33])[C:22]3[CH:27]=[CH:26][CH:25]=[CH:24][C:23]=3[N:28]3[N:32]=[CH:31][CH:30]=[N:29]3)=[N:6][CH:7]=[C:8]([C:10]([F:13])([F:12])[F:11])[N:9]=2)C[CH2:2]1.ClC1C(N[C@H]2CCC[C@@H]2NC(=O)C2C=CC=CC=2N2N=CC=N2)=NC=C(C(F)(F)F)N=1.C(B1OC(C)(C)C(C)(C)O1)=C.[H][H]. Product: [CH2:1]([C:4]1[C:5]([NH:14][C@H:15]2[CH2:19][CH2:18][CH2:17][C@@H:16]2[NH:20][C:21](=[O:33])[C:22]2[CH:27]=[CH:26][CH:25]=[CH:24][C:23]=2[N:28]2[N:29]=[CH:30][CH:31]=[N:32]2)=[N:6][CH:7]=[C:8]([C:10]([F:12])([F:11])[F:13])[N:9]=1)[CH3:2]. The catalyst class is: 19. (2) Reactant: [CH3:1][CH2:2][CH:3]([OH:6])[CH2:4][CH3:5].O[C:8]1[CH:13]=[CH:12][C:11]([C:14]#[C:15][C:16]2[CH:21]=[CH:20][C:19]([CH2:22][CH:23]([NH:25][C:26](=[O:28])[CH3:27])[CH3:24])=[CH:18][CH:17]=2)=[CH:10][CH:9]=1.C1(P(C2C=CC=CC=2)C2C=CC=CC=2)C=CC=CC=1.C1C=CC(COC(/N=N/C(OCC2C=CC=CC=2)=O)=O)=CC=1. Product: [CH3:1][CH2:2][CH:3]([O:6][C:8]1[CH:9]=[CH:10][C:11]([C:14]#[C:15][C:16]2[CH:17]=[CH:18][C:19]([CH2:22][CH:23]([NH:25][C:26](=[O:28])[CH3:27])[CH3:24])=[CH:20][CH:21]=2)=[CH:12][CH:13]=1)[CH2:4][CH3:5]. The catalyst class is: 1. (3) Reactant: F[C:2](F)(F)[C:3](O)=O.[N:8]1[N:9]=[C:10]([C:17]([C:20]2[N:25]=[N:24][C:23]([NH2:26])=[CH:22][CH:21]=2)([CH3:19])[CH3:18])[N:11]2[CH:16]=[CH:15][CH:14]=[CH:13][C:12]=12.BrCC(N[C:32]([CH:34]1[CH2:36][CH2:35]1)=[O:33])=O.P([O-])([O-])(O)=O.[Na+].[Na+].[I-].[K+]. Product: [N:8]1[N:9]=[C:10]([C:17]([C:20]2[CH:21]=[CH:22][C:23]3[N:24]([CH:2]=[C:3]([C:32]([CH:34]4[CH2:35][CH2:36]4)=[O:33])[N:26]=3)[N:25]=2)([CH3:19])[CH3:18])[N:11]2[CH:16]=[CH:15][CH:14]=[CH:13][C:12]=12. The catalyst class is: 44. (4) Reactant: [I:1][C:2]1[C:3](=[O:20])[C:4]2[C:5]([O:12][C:13]=1[C:14]1[CH:19]=[CH:18][CH:17]=[CH:16][CH:15]=1)=[N:6][C:7]([O:10]C)=[CH:8][CH:9]=2. Product: [I:1][C:2]1[C:3](=[O:20])[C:4]2[CH:9]=[CH:8][C:7](=[O:10])[NH:6][C:5]=2[O:12][C:13]=1[C:14]1[CH:15]=[CH:16][CH:17]=[CH:18][CH:19]=1. The catalyst class is: 844. (5) Reactant: CC1C=CC(S(O[CH2:12][CH2:13][CH2:14][C:15]2[C:23]3[C:18](=[CH:19][CH:20]=[C:21]([F:24])[CH:22]=3)[NH:17][CH:16]=2)(=O)=O)=CC=1.[CH3:25][C:26]1[N:27]=[C:28]([N:33]2[CH2:38][CH2:37][NH:36][CH2:35][CH2:34]2)[S:29][C:30]=1[C:31]#[N:32].C(=O)([O-])[O-].[K+].[K+].[I-].[K+]. Product: [F:24][C:21]1[CH:22]=[C:23]2[C:18](=[CH:19][CH:20]=1)[NH:17][CH:16]=[C:15]2[CH2:14][CH2:13][CH2:12][N:36]1[CH2:37][CH2:38][N:33]([C:28]2[S:29][C:30]([C:31]#[N:32])=[C:26]([CH3:25])[N:27]=2)[CH2:34][CH2:35]1. The catalyst class is: 10. (6) The catalyst class is: 15. Product: [N+:13]([N:9]1[CH:8]=[C:7]2[C:11]([CH:12]=[C:4]([N+:1]([O-:3])=[O:2])[CH:5]=[CH:6]2)=[N:10]1)([O-:15])=[O:14]. Reactant: [N+:1]([C:4]1[CH:12]=[C:11]2[C:7]([CH:8]=[N:9][NH:10]2)=[CH:6][CH:5]=1)([O-:3])=[O:2].[N+:13]([O-])([OH:15])=[O:14].CC(OC(C)=O)=O.